Predict which catalyst facilitates the given reaction. From a dataset of Catalyst prediction with 721,799 reactions and 888 catalyst types from USPTO. (1) Reactant: [Br:1][C:2]1[CH:17]=[CH:16][C:5]2[N:6]=[C:7]([O:9][CH:10]3[CH2:15][CH2:14][NH:13][CH2:12][CH2:11]3)[S:8][C:4]=2[CH:3]=1.CCN(CC)CC.Br[CH2:26][C:27]1[CH:32]=[CH:31][CH:30]=[CH:29][CH:28]=1. Product: [CH2:26]([N:13]1[CH2:12][CH2:11][CH:10]([O:9][C:7]2[S:8][C:4]3[CH:3]=[C:2]([Br:1])[CH:17]=[CH:16][C:5]=3[N:6]=2)[CH2:15][CH2:14]1)[C:27]1[CH:32]=[CH:31][CH:30]=[CH:29][CH:28]=1. The catalyst class is: 1. (2) Product: [O:12]1[CH2:13][CH:14]=[C:9]([C:54]2[CH:61]=[CH:60][C:57]([NH:58][CH3:59])=[CH:56][CH:55]=2)[CH2:10][CH2:11]1. The catalyst class is: 882. Reactant: CC1(C)C(C)(C)OB([C:9]2[CH2:10][CH2:11][O:12][CH2:13][CH:14]=2)O1.COC1C=CC=C(OC)C=1C1C=CC=CC=1P(C1CCCCC1)C1CCCCC1.[O-]P([O-])([O-])=O.[K+].[K+].[K+].Br[C:54]1[CH:61]=[CH:60][C:57]([NH:58][CH3:59])=[CH:56][CH:55]=1.